From a dataset of Full USPTO retrosynthesis dataset with 1.9M reactions from patents (1976-2016). Predict the reactants needed to synthesize the given product. (1) Given the product [Cl:29][C:26]1[CH:27]=[CH:28][C:19]([NH:18][C:14]2[CH:13]=[C:12]3[C:17](=[CH:16][CH:15]=2)[N:9]([CH2:8][C:7]2[CH:30]=[CH:31][CH:32]=[C:5]([O:4][CH2:3][CH2:2][N:33]4[CH2:38][CH2:37][O:36][CH2:35][CH2:34]4)[CH:6]=2)[CH:10]=[CH:11]3)=[C:20]([CH:25]=1)[C:21]([O:23][CH3:24])=[O:22], predict the reactants needed to synthesize it. The reactants are: Br[CH2:2][CH2:3][O:4][C:5]1[CH:6]=[C:7]([CH:30]=[CH:31][CH:32]=1)[CH2:8][N:9]1[C:17]2[C:12](=[CH:13][C:14]([NH:18][C:19]3[CH:28]=[CH:27][C:26]([Cl:29])=[CH:25][C:20]=3[C:21]([O:23][CH3:24])=[O:22])=[CH:15][CH:16]=2)[CH:11]=[CH:10]1.[NH:33]1[CH2:38][CH2:37][O:36][CH2:35][CH2:34]1.C(=O)([O-])[O-].[K+].[K+].CN(C)C=O. (2) The reactants are: [Br:1][C:2]1[CH:3]=[C:4]2[C:18](=[CH:19][CH:20]=1)[O:17][C:7]1([CH2:12][CH2:11][CH:10]([C:13]([CH3:16])([CH3:15])[CH3:14])[CH2:9][CH2:8]1)[CH2:6][C:5]2=[O:21].[Br-].[CH2:23]1COC[CH2:24]1. Given the product [Br:1][C:2]1[CH:3]=[C:4]2[C:18](=[CH:19][CH:20]=1)[O:17][C:7]1([CH2:12][CH2:11][CH:10]([C:13]([CH3:16])([CH3:14])[CH3:15])[CH2:9][CH2:8]1)[CH2:6][C:5]2([CH:23]=[CH2:24])[OH:21], predict the reactants needed to synthesize it. (3) Given the product [Cl:14][C:15]1[C:20]([O:21][CH3:22])=[CH:19][C:18]([O:23][CH3:24])=[CH:17][C:16]=1[N:25]=[C:10]([C:3]1[C:2]([F:1])=[CH:7][C:6]([F:8])=[CH:5][C:4]=1[F:9])[CH2:11][CH3:12], predict the reactants needed to synthesize it. The reactants are: [F:1][C:2]1[CH:7]=[C:6]([F:8])[CH:5]=[C:4]([F:9])[C:3]=1[C:10](=O)[CH2:11][CH3:12].[Cl:14][C:15]1[C:20]([O:21][CH3:22])=[CH:19][C:18]([O:23][CH3:24])=[CH:17][C:16]=1[NH2:25].C1(C)C=CC(S(O)(=O)=O)=CC=1. (4) Given the product [CH3:37][O:36][CH2:35][CH2:34][O:33][C:31]([N:22]1[CH2:21][CH2:20][C:19]([NH:18][S:15]([C:12]2[CH:11]=[CH:10][C:9]([C:6]3[CH:5]=[CH:4][C:3]([O:2][CH3:1])=[CH:8][CH:7]=3)=[CH:14][CH:13]=2)(=[O:17])=[O:16])([C:25]([OH:27])=[O:26])[CH2:24][CH2:23]1)=[O:32], predict the reactants needed to synthesize it. The reactants are: [CH3:1][O:2][C:3]1[CH:8]=[CH:7][C:6]([C:9]2[CH:14]=[CH:13][C:12]([S:15]([NH:18][C:19]3([C:25]([OH:27])=[O:26])[CH2:24][CH2:23][NH:22][CH2:21][CH2:20]3)(=[O:17])=[O:16])=[CH:11][CH:10]=2)=[CH:5][CH:4]=1.[OH-].[Na+].Cl[C:31]([O:33][CH2:34][CH2:35][O:36][CH3:37])=[O:32]. (5) Given the product [NH2:1][C:2]1[N:7]2[CH:8]=[C:9]([CH2:11][CH3:12])[N:10]=[C:6]2[C:5]([C:13]([NH:15][CH2:16][CH:17]2[CH2:22][CH2:21][N:20]([CH2:25][CH2:26][C:27]3[CH:28]=[CH:29][C:30]([C:33]([CH3:34])([CH3:36])[CH3:35])=[CH:31][CH:32]=3)[CH2:19][CH2:18]2)=[O:14])=[CH:4][C:3]=1[Cl:23], predict the reactants needed to synthesize it. The reactants are: [NH2:1][C:2]1[N:7]2[CH:8]=[C:9]([CH2:11][CH3:12])[N:10]=[C:6]2[C:5]([C:13]([NH:15][CH2:16][CH:17]2[CH2:22][CH2:21][NH:20][CH2:19][CH2:18]2)=[O:14])=[CH:4][C:3]=1[Cl:23].Br[CH2:25][CH2:26][C:27]1[CH:32]=[CH:31][C:30]([C:33]([CH3:36])([CH3:35])[CH3:34])=[CH:29][CH:28]=1. (6) Given the product [Cl:1][C:2]1[CH:3]=[CH:4][C:5]([C:6]([NH:8][CH:9]([CH2:13][C:14]2[C:23]3[C:18](=[CH:19][CH:20]=[CH:21][CH:22]=3)[NH:17][C:16](=[O:24])[CH:15]=2)[C:10]([S:11][CH2:28][CH2:29][CH2:30][CH2:31][CH2:32][CH3:33])=[O:12])=[O:7])=[CH:25][CH:26]=1, predict the reactants needed to synthesize it. The reactants are: [Cl:1][C:2]1[CH:26]=[CH:25][C:5]([C:6]([NH:8][CH:9]([CH2:13][C:14]2[C:23]3[C:18](=[CH:19][CH:20]=[CH:21][CH:22]=3)[NH:17][C:16](=[O:24])[CH:15]=2)[C:10]([OH:12])=[S:11])=[O:7])=[CH:4][CH:3]=1.Br[CH2:28][CH2:29][CH2:30][CH2:31][CH2:32][CH3:33]. (7) Given the product [CH3:8][C:4]1[CH:5]=[CH:6][CH:7]=[C:2]([CH3:1])[C:3]=1[NH:9][C:10](=[O:30])[CH2:11][N:12]1[CH2:17][CH2:16][N:15]([C:18](=[O:29])[CH2:19][CH2:20][C:31]2[CH:36]=[CH:35][CH:34]=[CH:33][CH:32]=2)[CH2:14][CH2:13]1, predict the reactants needed to synthesize it. The reactants are: [CH3:1][C:2]1[CH:7]=[CH:6][CH:5]=[C:4]([CH3:8])[C:3]=1[NH:9][C:10](=[O:30])[CH2:11][N:12]1[CH2:17][CH2:16][N:15]([C:18](=[O:29])[CH:19](O)[CH2:20]CC2C=CC=CC=2)[CH2:14][CH2:13]1.[C:31]1(CCC(O)=O)[CH:36]=[CH:35][CH:34]=[CH:33][CH:32]=1.OC1C=CC=CC=1[C@@H](CC)C(O)=O. (8) Given the product [CH3:25][C:26]1[N:27]=[CH:28][N:29]([C:2]2[CH:7]=[CH:6][C:5]([C:8]3[N:9]([C:19]4[CH:20]=[N:21][CH:22]=[CH:23][CH:24]=4)[CH:10]=[C:11]([C:13]4[CH:18]=[CH:17][CH:16]=[CH:15][N:14]=4)[N:12]=3)=[CH:4][CH:3]=2)[CH:30]=1, predict the reactants needed to synthesize it. The reactants are: I[C:2]1[CH:7]=[CH:6][C:5]([C:8]2[N:9]([C:19]3[CH:20]=[N:21][CH:22]=[CH:23][CH:24]=3)[CH:10]=[C:11]([C:13]3[CH:18]=[CH:17][CH:16]=[CH:15][N:14]=3)[N:12]=2)=[CH:4][CH:3]=1.[CH3:25][C:26]1[N:27]=[CH:28][NH:29][CH:30]=1.C([O-])([O-])=O.[Cs+].[Cs+].CN(C)[C@@H]1CCCC[C@H]1N.